Dataset: Forward reaction prediction with 1.9M reactions from USPTO patents (1976-2016). Task: Predict the product of the given reaction. (1) Given the reactants C(OC(=O)[NH:7][C:8]1[C:9]2[CH2:16][CH2:15][CH2:14][C:13](=[O:17])[C:10]=2[S:11][CH:12]=1)(C)(C)C.[ClH:19].C(OCC)(=O)C, predict the reaction product. The product is: [ClH:19].[NH2:7][C:8]1[C:9]2[CH2:16][CH2:15][CH2:14][C:13](=[O:17])[C:10]=2[S:11][CH:12]=1. (2) Given the reactants [Cl:1][C:2]1[CH:7]=[C:6]([O:8][CH3:9])[CH:5]=[CH:4][C:3]=1[C:10](=O)[CH:11]([CH3:15])[CH2:12][CH:13]=O.[NH2:17][N:18]1[C:22](=[O:23])[C:21]2=[CH:24][CH:25]=[CH:26][CH:27]=[C:20]2[C:19]1=[O:28], predict the reaction product. The product is: [Cl:1][C:2]1[CH:7]=[C:6]([O:8][CH3:9])[CH:5]=[CH:4][C:3]=1[C:10]1[N:17]([N:18]2[C:22](=[O:23])[C:21]3[C:20](=[CH:27][CH:26]=[CH:25][CH:24]=3)[C:19]2=[O:28])[CH:13]=[CH:12][C:11]=1[CH3:15]. (3) Given the reactants [C:1]([N:8]1[CH2:12][CH2:11][C@@H:10]([OH:13])[CH2:9]1)([O:3][C:4]([CH3:7])([CH3:6])[CH3:5])=[O:2].[NH2:14][C:15]1[N:20]=[C:19]([C:21]2[CH:26]=[CH:25][C:24](O)=[CH:23][C:22]=2[O:28][CH3:29])[CH:18]=[CH:17][CH:16]=1.C1(P(C2C=CC=CC=2)C2C=CC=CC=2)C=CC=CC=1.CCOC(/N=N/C(OCC)=O)=O, predict the reaction product. The product is: [C:4]([O:3][C:1]([N:8]1[CH2:12][CH2:11][CH:10]([O:13][C:24]2[CH:25]=[CH:26][C:21]([C:19]3[CH:18]=[CH:17][CH:16]=[C:15]([NH2:14])[N:20]=3)=[C:22]([O:28][CH3:29])[CH:23]=2)[CH2:9]1)=[O:2])([CH3:7])([CH3:6])[CH3:5]. (4) Given the reactants [O:1]=[C:2]1[NH:7][C:6]2[CH:8]=[CH:9][CH:10]=[C:11]([C:12](O)=[O:13])[C:5]=2[O:4][CH2:3]1.COCN.C(N(C(C)C)CC)(C)C.CCCP(=O)=O.[H-].C([Al+]CC(C)C)C(C)C, predict the reaction product. The product is: [O:1]=[C:2]1[NH:7][C:6]2[CH:8]=[CH:9][CH:10]=[C:11]([CH:12]=[O:13])[C:5]=2[O:4][CH2:3]1. (5) Given the reactants COC(C1C=C(C2C=CC(C(C3C=CC=CC=3C)CC(C3C=CN=C(C)C=3)=O)=CC=2)C=CC=1F)=O.[F:36][C:37]1[CH:42]=[CH:41][C:40]([C:43]2[CH:48]=[CH:47][C:46]([CH:49]([C:60]3[CH:65]=[CH:64][CH:63]=[CH:62][C:61]=3[CH3:66])[CH2:50][C:51]([C:53]3[CH:58]=[CH:57][N:56]=[C:55]([CH3:59])[CH:54]=3)=O)=[CH:45][CH:44]=2)=[CH:39][C:38]=1[C:67]([OH:69])=[O:68].Cl.[NH2:71][OH:72].C([O-])(O)=O.[Na+], predict the reaction product. The product is: [F:36][C:37]1[CH:42]=[CH:41][C:40]([C:43]2[CH:44]=[CH:45][C:46]([CH:49]([C:60]3[CH:65]=[CH:64][CH:63]=[CH:62][C:61]=3[CH3:66])[CH2:50][C:51](=[N:71][OH:72])[C:53]3[CH:58]=[CH:57][N:56]=[C:55]([CH3:59])[CH:54]=3)=[CH:47][CH:48]=2)=[CH:39][C:38]=1[C:67]([OH:69])=[O:68].